Dataset: Full USPTO retrosynthesis dataset with 1.9M reactions from patents (1976-2016). Task: Predict the reactants needed to synthesize the given product. (1) The reactants are: I[C:2]1[CH:3]=[C:4]2[C:9](=[CH:10][CH:11]=1)[N:8]=[CH:7][N:6]=[C:5]2[O:12][C:13]1[CH:18]=[CH:17][CH:16]=[CH:15][CH:14]=1.[C:19]([O:23][CH3:24])(=[O:22])[CH:20]=[CH2:21].C1C=CC(P(C2C=CC=CC=2)C2C=CC=CC=2)=CC=1.N#N. Given the product [CH3:24][O:23][C:19](=[O:22])/[CH:20]=[CH:21]/[C:2]1[CH:3]=[C:4]2[C:9](=[CH:10][CH:11]=1)[N:8]=[CH:7][N:6]=[C:5]2[O:12][C:13]1[CH:18]=[CH:17][CH:16]=[CH:15][CH:14]=1, predict the reactants needed to synthesize it. (2) Given the product [NH:136]1[C:3]2[CH:2]=[CH:1][C:48]([N:53]3[CH:35]([C:38]4[CH:39]=[CH:40][C:41]([CH:20]5[CH2:21][CH2:22][CH:23]([N:104]6[CH2:99][CH2:98][O:97][CH2:106][CH2:105]6)[CH2:24][CH2:25]5)=[CH:44][CH:45]=4)[CH2:36][O:54][C:52]3=[O:62])=[CH:51][C:4]=2[N:133]=[CH:127]1, predict the reactants needed to synthesize it. The reactants are: [CH2:1]([Li])[CH2:2][CH2:3][CH3:4].[Br-].C1([PH+]([C:20]2[CH:25]=[CH:24][CH:23]=[CH:22][CH:21]=2)C2C=CC=CC=2)C=CC=CC=1.O1CCN(C2C[CH2:36][CH:35]([C:38]3[CH:45]=[CH:44][C:41](C=O)=[CH:40][CH:39]=3)CC2)CC1.ClO[C:48]([CH3:51])(C)C.[C:52](=[O:62])([O:54]C(OC(C)(C)C)=O)[NH2:53].CC[C@H]1[C@H]2C[C@H]([C@H](OC3C4C(=CC=CC=4)C([O:97][C@H:98](C4C=CN=C5C=4C=C(OC)C=C5)[C@@H:99]4[N:104]5[CH2:105][C@H:106](CC)[C@@H](CC5)C4)=NN=3)C3C=CN=C4C=3C=C(OC)C=C4)N(CC2)C1.S(Cl)(Cl)=O.NC1C=CC(Br)=C[C:127]=1[NH2:133].[F-].[Cs+].[NH2:136]C1CCCCC1N.